From a dataset of Full USPTO retrosynthesis dataset with 1.9M reactions from patents (1976-2016). Predict the reactants needed to synthesize the given product. (1) Given the product [CH3:18][O:17][C:14]1[CH:15]=[CH:16][C:10]2[S:9][C:8]([C:5]3[CH:4]=[CH:3][C:2]([NH:20][CH3:19])=[N:7][CH:6]=3)=[N:12][C:11]=2[CH:13]=1, predict the reactants needed to synthesize it. The reactants are: F[C:2]1[N:7]=[CH:6][C:5]([C:8]2[S:9][C:10]3[CH:16]=[CH:15][C:14]([O:17][CH3:18])=[CH:13][C:11]=3[N:12]=2)=[CH:4][CH:3]=1.[CH3:19][NH2:20].O.ClCCl. (2) Given the product [Cl:6][C:7]1[CH:15]=[C:11]2[C:10]([CH:16]=[CH:17][O:18][C:12]2=[O:14])=[CH:9][CH:8]=1, predict the reactants needed to synthesize it. The reactants are: S(=O)(=O)(O)O.[Cl:6][C:7]1[CH:8]=[CH:9][C:10]([CH:16]=[CH:17][O:18]C)=[C:11]([CH:15]=1)[C:12]([OH:14])=O. (3) Given the product [NH:42]1[C:46]2=[N:47][CH:48]=[CH:49][C:50]([CH2:51][NH:52][C:34]3[N:35]=[CH:36][CH:37]=[CH:38][C:33]=3[C:31]([NH:30][C:26]3[CH:27]=[CH:28][CH:29]=[C:24]([C:15]([O:14][CH2:13][C@@H:9]4[CH2:10][CH2:11][CH2:12][NH:8]4)([C:16]([F:18])([F:19])[F:17])[C:20]([F:22])([F:23])[F:21])[CH:25]=3)=[O:32])=[C:45]2[CH:44]=[CH:43]1, predict the reactants needed to synthesize it. The reactants are: C(OC([N:8]1[CH2:12][CH2:11][CH2:10][C@H:9]1[CH2:13][O:14][C:15]([C:24]1[CH:29]=[CH:28][CH:27]=[C:26]([NH:30][C:31]([C:33]2[C:34](F)=[N:35][CH:36]=[CH:37][CH:38]=2)=[O:32])[CH:25]=1)([C:20]([F:23])([F:22])[F:21])[C:16]([F:19])([F:18])[F:17])=O)(C)(C)C.Cl.Cl.[NH:42]1[C:46]2=[N:47][CH:48]=[CH:49][C:50]([CH2:51][NH2:52])=[C:45]2[CH:44]=[CH:43]1. (4) Given the product [Cl:21][C:22]1[CH:23]=[C:24]([C:2]2[CH:11]=[CH:10][C:9]3[O:8][C@H:7]4[CH2:12][CH2:13][O:14][CH2:15][C@@H:6]4[C@@:5]4([CH2:19][O:18][C:17]([NH2:20])=[N:16]4)[C:4]=3[CH:3]=2)[CH:25]=[N:26][CH:27]=1, predict the reactants needed to synthesize it. The reactants are: Br[C:2]1[CH:11]=[CH:10][C:9]2[O:8][C@H:7]3[CH2:12][CH2:13][O:14][CH2:15][C@@H:6]3[C@@:5]3([CH2:19][O:18][C:17]([NH2:20])=[N:16]3)[C:4]=2[CH:3]=1.[Cl:21][C:22]1[CH:23]=[C:24](B(O)O)[CH:25]=[N:26][CH:27]=1.C([O-])([O-])=O.[Na+].[Na+]. (5) Given the product [Cl:18][C:19]1[CH:20]=[CH:21][C:22]([N:25]2[CH2:30][CH2:29][N:28]([CH2:2][C:3]3[CH:12]=[N:11][C:10]4[N:9]5[CH2:13][CH2:14][CH2:15][C@H:8]5[C:7](=[O:16])[NH:6][C:5]=4[CH:4]=3)[CH2:27][CH2:26]2)=[CH:23][CH:24]=1, predict the reactants needed to synthesize it. The reactants are: O[CH2:2][C:3]1[CH:12]=[N:11][C:10]2[N:9]3[CH2:13][CH2:14][CH2:15][C@H:8]3[C:7](=[O:16])[NH:6][C:5]=2[CH:4]=1.Cl.[Cl:18][C:19]1[CH:24]=[CH:23][C:22]([N:25]2[CH2:30][CH2:29][NH:28][CH2:27][CH2:26]2)=[CH:21][CH:20]=1.C(N(CC)C(C)C)(C)C.[I-].C(C[P+](C)(C)C)#N. (6) The reactants are: [C:1]([C:3]1[CH:8]=[CH:7][C:6]([CH:9]([NH:16][CH2:17][C:18]2[CH:27]=[CH:26][C:21]([C:22]([O:24]C)=[O:23])=[CH:20][CH:19]=2)[C:10]2[N:14]([CH3:15])[CH:13]=[N:12][CH:11]=2)=[CH:5][C:4]=1[C:28]1[C:37]2[C:32](=[CH:33][CH:34]=[CH:35][CH:36]=2)[CH:31]=[CH:30][CH:29]=1)#[N:2].O.[OH-].[Li+:40]. Given the product [C:1]([C:3]1[CH:8]=[CH:7][C:6]([CH:9]([NH:16][CH2:17][C:18]2[CH:27]=[CH:26][C:21]([C:22]([O-:24])=[O:23])=[CH:20][CH:19]=2)[C:10]2[N:14]([CH3:15])[CH:13]=[N:12][CH:11]=2)=[CH:5][C:4]=1[C:28]1[C:37]2[C:32](=[CH:33][CH:34]=[CH:35][CH:36]=2)[CH:31]=[CH:30][CH:29]=1)#[N:2].[Li+:40], predict the reactants needed to synthesize it. (7) Given the product [CH3:8][N:7]1[C:6]([CH3:9])=[N:5][N:4]=[C:3]1[CH2:2][S:29][C:23]1[CH:22]([F:21])[C:26]([CH3:28])([CH3:27])[O:25][N:24]=1, predict the reactants needed to synthesize it. The reactants are: Cl[CH2:2][C:3]1[N:7]([CH3:8])[C:6]([CH3:9])=[N:5][N:4]=1.C(N(CC)CC)C.NC(N)=S.[F:21][CH:22]1[C:26]([CH3:28])([CH3:27])[O:25][N:24]=[C:23]1[S:29](C)(=O)=O.C(=O)([O-])[O-].[K+].[K+].